Task: Predict the reaction yield, written as a fraction of the theoretical maximum amount of product (1.0 means a 100% yield; for example, 0.34 means a 34% yield).. Dataset: Reaction yield outcomes from USPTO patents with 853,638 reactions (1) The catalyst is C(Cl)Cl. The yield is 0.570. The reactants are [OH:1][CH2:2][CH:3]1[CH2:8][N:7]([C:9]([O:11][C:12]([CH3:15])([CH3:14])[CH3:13])=[O:10])[CH2:6][CH2:5][N:4]1[C:16]([O:18][CH2:19][C:20]1[CH:25]=[CH:24][CH:23]=[CH:22][CH:21]=1)=[O:17].CC(OI1(OC(C)=O)(OC(C)=O)OC(=O)C2C=CC=CC1=2)=O. The product is [CH:2]([CH:3]1[CH2:8][N:7]([C:9]([O:11][C:12]([CH3:15])([CH3:13])[CH3:14])=[O:10])[CH2:6][CH2:5][N:4]1[C:16]([O:18][CH2:19][C:20]1[CH:25]=[CH:24][CH:23]=[CH:22][CH:21]=1)=[O:17])=[O:1]. (2) The reactants are FC(F)(F)S(O[C:7]1[C:8]2[C:13]([N:14]=[C:15]3[C:20]=1[CH2:19][CH2:18][CH2:17][CH2:16]3)=[CH:12][CH:11]=[C:10]([Cl:21])[CH:9]=2)(=O)=O.C([O-])([O-])=O.[Cs+].[Cs+].[NH2:30][CH2:31][CH2:32][C:33]#[CH:34]. The catalyst is C1C=CC(/C=C/C(/C=C/C2C=CC=CC=2)=O)=CC=1.C1C=CC(/C=C/C(/C=C/C2C=CC=CC=2)=O)=CC=1.C1C=CC(/C=C/C(/C=C/C2C=CC=CC=2)=O)=CC=1.[Pd].[Pd].O1CCOCC1. The product is [CH2:31]([NH:30][C:7]1[C:8]2[C:13]([N:14]=[C:15]3[C:20]=1[CH2:19][CH2:18][CH2:17][CH2:16]3)=[CH:12][CH:11]=[C:10]([Cl:21])[CH:9]=2)[CH2:32][C:33]#[CH:34]. The yield is 0.850. (3) The reactants are Cl[C:2]1[CH:3]=[CH:4][C:5]([N+:14]([O-:16])=[O:15])=[C:6]([N:8]2[CH2:13][CH2:12][CH2:11][CH2:10][CH2:9]2)[CH:7]=1.[CH3:17][CH2:18][O-:19].[Na+].CCO. The catalyst is CN(C=O)C.CCOC(C)=O. The product is [CH2:18]([O:19][C:2]1[CH:3]=[CH:4][C:5]([N+:14]([O-:16])=[O:15])=[C:6]([N:8]2[CH2:13][CH2:12][CH2:11][CH2:10][CH2:9]2)[CH:7]=1)[CH3:17]. The yield is 0.540. (4) The reactants are [Br:1][C:2]1[CH:3]=[CH:4][C:5]2[O:10][C@:9]([CH3:16])([CH:11]([O:14][CH3:15])[O:12][CH3:13])[C@@H:8]3[O:17][C@@H:7]3[C:6]=2[CH:18]=1.[F:19][C:20]1[CH:25]=[CH:24][C:23]([NH:26][CH2:27][C:28]2[N:29]=[N:30][N:31]([CH3:33])[N:32]=2)=[CH:22][CH:21]=1. No catalyst specified. The product is [Br:1][C:2]1[CH:3]=[CH:4][C:5]2[O:10][C@:9]([CH3:16])([CH:11]([O:14][CH3:15])[O:12][CH3:13])[C@H:8]([OH:17])[C@@H:7]([N:26]([C:23]3[CH:24]=[CH:25][C:20]([F:19])=[CH:21][CH:22]=3)[CH2:27][C:28]3[N:29]=[N:30][N:31]([CH3:33])[N:32]=3)[C:6]=2[CH:18]=1. The yield is 0.510. (5) The reactants are [C:1]([C:4]1[C:9]([O:10][CH:11]2[CH2:16][CH2:15][N:14]([C:17]([O:19][C:20]([CH3:23])([CH3:22])[CH3:21])=[O:18])[CH2:13][CH2:12]2)=[CH:8][C:7](=[O:24])[N:6]([C:25]2[CH:30]=[CH:29][C:28]([Cl:31])=[C:27]([Cl:32])[CH:26]=2)[N:5]=1)(=O)[NH2:2].C(OC(C(F)(F)F)=O)(C(F)(F)F)=O. The catalyst is C1COCC1. The product is [C:1]([C:4]1[C:9]([O:10][CH:11]2[CH2:16][CH2:15][N:14]([C:17]([O:19][C:20]([CH3:23])([CH3:22])[CH3:21])=[O:18])[CH2:13][CH2:12]2)=[CH:8][C:7](=[O:24])[N:6]([C:25]2[CH:30]=[CH:29][C:28]([Cl:31])=[C:27]([Cl:32])[CH:26]=2)[N:5]=1)#[N:2]. The yield is 0.692.